Task: Predict the reactants needed to synthesize the given product.. Dataset: Full USPTO retrosynthesis dataset with 1.9M reactions from patents (1976-2016) (1) Given the product [Cl:1][C:2]1[CH:7]=[CH:6][CH:5]=[CH:4][C:3]=1[N:8]([CH3:29])[C:9]([C:11]1[S:28][C:14]2[C:15]3[CH:23]=[CH:22][C:21]([C:24]([OH:26])=[O:25])=[CH:20][C:16]=3[O:17][CH2:18][CH2:19][C:13]=2[CH:12]=1)=[O:10], predict the reactants needed to synthesize it. The reactants are: [Cl:1][C:2]1[CH:7]=[CH:6][CH:5]=[CH:4][C:3]=1[N:8]([CH3:29])[C:9]([C:11]1[S:28][C:14]2[C:15]3[CH:23]=[CH:22][C:21]([C:24]([O:26]C)=[O:25])=[CH:20][C:16]=3[O:17][CH2:18][CH2:19][C:13]=2[CH:12]=1)=[O:10].[Li+].[OH-].Cl. (2) The reactants are: [NH2:1][C:2]1[S:3][C:4]([C:8]([OH:10])=O)=[C:5]([CH3:7])[N:6]=1.C(N(CC)CC)C.Cl.[CH:19]1([CH:24]([NH2:26])[CH3:25])[CH2:23][CH2:22][CH2:21][CH2:20]1.CN([P+](ON1N=NC2C=CC=CC1=2)(N(C)C)N(C)C)C.F[P-](F)(F)(F)(F)F. Given the product [CH:19]1([CH:24]([NH:26][C:8]([C:4]2[S:3][C:2]([NH2:1])=[N:6][C:5]=2[CH3:7])=[O:10])[CH3:25])[CH2:23][CH2:22][CH2:21][CH2:20]1, predict the reactants needed to synthesize it.